Dataset: Reaction yield outcomes from USPTO patents with 853,638 reactions. Task: Predict the reaction yield, written as a fraction of the theoretical maximum amount of product (1.0 means a 100% yield; for example, 0.34 means a 34% yield). (1) The yield is 0.750. The product is [O:1]=[C:2]1[NH:7][C:6](=[O:8])[CH:5]=[CH:4][N:3]1[C@@H:9]1[O:13][C@:12]([CH3:24])([O:14][CH2:15][P:16](=[O:17])([OH:23])[OH:20])[C@@H:11]([OH:25])[C@H:10]1[OH:26]. No catalyst specified. The reactants are [O:1]=[C:2]1[NH:7][C:6](=[O:8])[CH:5]=[CH:4][N:3]1[C@@H:9]1[O:13][C@:12]([CH3:24])([O:14][CH2:15][P:16](=[O:23])([O:20]CC)[O:17]CC)[C@@H:11]([OH:25])[C@H:10]1[OH:26].NC1N=CN=C2C=1N=CN2[C@@H]1O[C@](C)(OCP(=O)(O)O)[C@@H](O)[C@H]1O. (2) The reactants are Cl[CH2:2][C:3]([NH:5][C:6]1[C:11]([Br:12])=[N:10][C:9]([Br:13])=[CH:8][N:7]=1)=[O:4].[I-:14].[Na+]. The catalyst is CC(C)=O.C(OCC)(=O)C. The product is [Br:12][C:11]1[C:6]([NH:5][C:3](=[O:4])[CH2:2][I:14])=[N:7][CH:8]=[C:9]([Br:13])[N:10]=1. The yield is 0.780. (3) The reactants are [C:1]([O:5][C:6]([N:8]1[CH2:22][CH2:21][C:11]2[N:12]([CH3:20])[C:13]3[CH:14]=[C:15](Br)[CH:16]=[CH:17][C:18]=3[C:10]=2[CH2:9]1)=[O:7])([CH3:4])([CH3:3])[CH3:2].[CH3:23][O:24][C:25]1[CH:30]=[CH:29][C:28]([C:31]2[CH:36]=[CH:35][NH:34][C:33](=[O:37])[CH:32]=2)=[C:27]([CH3:38])[CH:26]=1.C([O-])([O-])=O.[Cs+].[Cs+].OC1C=CC=C2C=1N=CC=C2. The catalyst is CS(C)=O.[Cu](I)I. The product is [CH3:23][O:24][C:25]1[CH:30]=[CH:29][C:28]([C:31]2[CH:36]=[CH:35][N:34]([C:15]3[CH:16]=[CH:17][C:18]4[C:10]5[CH2:9][N:8]([C:6]([O:5][C:1]([CH3:4])([CH3:3])[CH3:2])=[O:7])[CH2:22][CH2:21][C:11]=5[N:12]([CH3:20])[C:13]=4[CH:14]=3)[C:33](=[O:37])[CH:32]=2)=[C:27]([CH3:38])[CH:26]=1. The yield is 0.520. (4) The reactants are [Br:1][C:2]1[CH:7]=[CH:6][C:5]([C@H:8]2[S:14][CH2:13][C@H:12]([CH2:15]O)[NH:11][C:10]3[N:17]([CH3:26])[N:18]=[C:19]([C:20]4[CH:25]=[CH:24][CH:23]=[CH:22][N:21]=4)[C:9]2=3)=[C:4]([CH3:27])[CH:3]=1.C1(P(C2C=CC=CC=2)C2C=CC=CC=2)C=CC=CC=1.Br[N:48]1C(=O)CC[C:49]1=O.C([Na])#N. The catalyst is C(Cl)Cl.CN(C=O)C. The product is [Br:1][C:2]1[CH:7]=[CH:6][C:5]([C@H:8]2[S:14][CH2:13][C@H:12]([CH2:15][C:49]#[N:48])[NH:11][C:10]3[N:17]([CH3:26])[N:18]=[C:19]([C:20]4[CH:25]=[CH:24][CH:23]=[CH:22][N:21]=4)[C:9]2=3)=[C:4]([CH3:27])[CH:3]=1. The yield is 0.0300. (5) The reactants are [CH3:1][C:2]1[N:3]([CH:29]([CH3:35])[C:30]([O:32]CC)=[O:31])[C:4]2[CH2:5][C:6]([CH3:28])([CH3:27])[CH2:7][C:8](=[O:26])[C:9]=2[C:10]=1[CH2:11][C:12]1[CH:17]=[CH:16][CH:15]=[CH:14][C:13]=1[S:18]([N:21]1[CH2:25][CH2:24][CH2:23][CH2:22]1)(=[O:20])=[O:19].[OH-].[Li+].Cl. The catalyst is C1COCC1.CO.O. The product is [CH3:1][C:2]1[N:3]([CH:29]([CH3:35])[C:30]([OH:32])=[O:31])[C:4]2[CH2:5][C:6]([CH3:28])([CH3:27])[CH2:7][C:8](=[O:26])[C:9]=2[C:10]=1[CH2:11][C:12]1[CH:17]=[CH:16][CH:15]=[CH:14][C:13]=1[S:18]([N:21]1[CH2:25][CH2:24][CH2:23][CH2:22]1)(=[O:20])=[O:19]. The yield is 0.593.